This data is from TCR-epitope binding with 47,182 pairs between 192 epitopes and 23,139 TCRs. The task is: Binary Classification. Given a T-cell receptor sequence (or CDR3 region) and an epitope sequence, predict whether binding occurs between them. (1) The epitope is IPRRNVATL. The TCR CDR3 sequence is CASSLPEVGDEKLFF. Result: 1 (the TCR binds to the epitope). (2) The epitope is KTSVDCTMYI. The TCR CDR3 sequence is CASSLGSGGRTDTQYF. Result: 1 (the TCR binds to the epitope). (3) The TCR CDR3 sequence is CASSSQGSLYF. The epitope is ITEEVGHTDLMAAY. Result: 0 (the TCR does not bind to the epitope). (4) The epitope is KLSYGIATV. The TCR CDR3 sequence is CSVAVDTLSPLHF. Result: 1 (the TCR binds to the epitope). (5) The epitope is IPSINVHHY. The TCR CDR3 sequence is CASSQGQGAAEQYF. Result: 0 (the TCR does not bind to the epitope).